This data is from Full USPTO retrosynthesis dataset with 1.9M reactions from patents (1976-2016). The task is: Predict the reactants needed to synthesize the given product. Given the product [O:20]=[C:8]1[CH:7]=[C:6]([C:4]([NH:22][NH2:23])=[O:3])[CH:11]=[CH:10][N:9]1[CH2:12][O:13][CH2:14][CH2:15][Si:16]([CH3:19])([CH3:18])[CH3:17], predict the reactants needed to synthesize it. The reactants are: C([O:3][C:4]([C:6]1[CH:11]=[CH:10][N:9]([CH2:12][O:13][CH2:14][CH2:15][Si:16]([CH3:19])([CH3:18])[CH3:17])[C:8](=[O:20])[CH:7]=1)=O)C.O.[NH2:22][NH2:23].